From a dataset of Forward reaction prediction with 1.9M reactions from USPTO patents (1976-2016). Predict the product of the given reaction. (1) Given the reactants C(Cl)(=O)C(Cl)=O.CS(C)=O.[OH:11][CH2:12][C:13]1[S:14][C:15]2[C:21]([O:22][CH3:23])=[C:20]([O:24][CH3:25])[C:19]([O:26][CH3:27])=[CH:18][C:16]=2[N:17]=1.[Cl-].[NH4+], predict the reaction product. The product is: [CH3:27][O:26][C:19]1[C:20]([O:24][CH3:25])=[C:21]([O:22][CH3:23])[C:15]2[S:14][C:13]([CH:12]=[O:11])=[N:17][C:16]=2[CH:18]=1. (2) Given the reactants [Cl:1][C:2]1[CH:7]=[CH:6][CH:5]=[C:4]([Cl:8])[C:3]=1[C:9]1[C:13]([CH2:14][O:15][C:16]2[CH:21]=[CH:20][C:19]([C:22]3[CH:23]=[C:24]4[C:29](=[CH:30][CH:31]=3)[C:28]([C:32]([NH2:34])=O)=[CH:27][CH:26]=[CH:25]4)=[CH:18][CH:17]=2)=[C:12]([CH:35]([CH3:37])[CH3:36])[O:11][N:10]=1.C(N(CC)CC)C.P(Cl)(Cl)(Cl)=O.C(=O)([O-])O.[NH4+], predict the reaction product. The product is: [Cl:8][C:4]1[CH:5]=[CH:6][CH:7]=[C:2]([Cl:1])[C:3]=1[C:9]1[C:13]([CH2:14][O:15][C:16]2[CH:17]=[CH:18][C:19]([C:22]3[CH:23]=[C:24]4[C:29](=[CH:30][CH:31]=3)[C:28]([C:32]#[N:34])=[CH:27][CH:26]=[CH:25]4)=[CH:20][CH:21]=2)=[C:12]([CH:35]([CH3:37])[CH3:36])[O:11][N:10]=1. (3) Given the reactants Cl[C:2]1[CH:7]=[C:6]([N:8]2[C:12]3[CH:13]=[C:14]([F:17])[CH:15]=[CH:16][C:11]=3[N:10]=[C:9]2[CH3:18])[N:5]=[C:4]([NH:19][C:20]2[CH:25]=[CH:24][C:23]([C:26]([F:29])([F:28])[F:27])=[CH:22][CH:21]=2)[N:3]=1.[OH-].[NH4+:31], predict the reaction product. The product is: [F:17][C:14]1[CH:15]=[CH:16][C:11]2[N:10]=[C:9]([CH3:18])[N:8]([C:6]3[N:5]=[C:4]([NH:19][C:20]4[CH:25]=[CH:24][C:23]([C:26]([F:29])([F:28])[F:27])=[CH:22][CH:21]=4)[N:3]=[C:2]([NH2:31])[CH:7]=3)[C:12]=2[CH:13]=1. (4) Given the reactants [N:1]1[CH:6]=[CH:5][CH:4]=[CH:3][C:2]=1[C:7]([OH:9])=O.[CH2:10]([N:12](CC)CC)[CH3:11].ClC(OCC(C)C)=O.Cl.ClCCN, predict the reaction product. The product is: [O:9]1[CH2:11][CH2:10][N:12]=[C:7]1[C:2]1[CH:3]=[CH:4][CH:5]=[CH:6][N:1]=1. (5) Given the reactants Cl[C:2]1[CH:10]=[CH:9][C:8]([C:11]2[C:12]([C@@H:23]([NH:33][C:34](=[O:40])[O:35][C:36]([CH3:39])([CH3:38])[CH3:37])[CH2:24][C:25]3[CH:30]=[C:29]([F:31])[CH:28]=[C:27]([F:32])[CH:26]=3)=[N:13][C:14]([C:17]#[C:18][C:19]([OH:22])([CH3:21])[CH3:20])=[CH:15][CH:16]=2)=[C:7]2[C:3]=1[C:4]([NH:42]S(C)(=O)=O)=[N:5][N:6]2[CH3:41].[NH2:47][C:48]1C2C(C#N)=CC=C(B3OC(C)(C)C(C)(C)O3)C=2N(C)N=1, predict the reaction product. The product is: [NH2:42][C:4]1[C:3]2[C:7](=[C:8]([C:11]3[C:12]([C@@H:23]([NH:33][C:34](=[O:40])[O:35][C:36]([CH3:37])([CH3:39])[CH3:38])[CH2:24][C:25]4[CH:30]=[C:29]([F:31])[CH:28]=[C:27]([F:32])[CH:26]=4)=[N:13][C:14]([C:17]#[C:18][C:19]([OH:22])([CH3:20])[CH3:21])=[CH:15][CH:16]=3)[CH:9]=[CH:10][C:2]=2[C:48]#[N:47])[N:6]([CH3:41])[N:5]=1.